From a dataset of Full USPTO retrosynthesis dataset with 1.9M reactions from patents (1976-2016). Predict the reactants needed to synthesize the given product. (1) Given the product [C:11]([O:15][C:16](=[O:27])[NH:17][CH:18]1[CH2:23][CH2:22][CH2:21][CH:20]([C:24]#[N:25])[CH2:19]1)([CH3:14])([CH3:12])[CH3:13], predict the reactants needed to synthesize it. The reactants are: P(Cl)(Cl)(Cl)=O.N1C=CN=C1.[C:11]([O:15][C:16](=[O:27])[NH:17][CH:18]1[CH2:23][CH2:22][CH2:21][CH:20]([C:24](=O)[NH2:25])[CH2:19]1)([CH3:14])([CH3:13])[CH3:12]. (2) Given the product [C:8]([O:12][C:13](=[O:23])[C:14]1[CH:19]=[CH:18][CH:17]=[CH:16][C:15]=1[CH2:20][S:32][C:30]1[NH:31][C:27]2[CH:26]=[C:25]([CH3:24])[C:34]([CH3:35])=[CH:33][C:28]=2[N:29]=1)([CH3:9])([CH3:10])[CH3:11], predict the reactants needed to synthesize it. The reactants are: C(N(CC)CC)C.[C:8]([O:12][C:13](=[O:23])[C:14]1[CH:19]=[CH:18][CH:17]=[CH:16][C:15]=1[CH2:20]CBr)([CH3:11])([CH3:10])[CH3:9].[CH3:24][C:25]1[C:34]([CH3:35])=[CH:33][C:28]2[N:29]=[C:30]([SH:32])[NH:31][C:27]=2[CH:26]=1.O. (3) Given the product [F:41][C:21]1([F:20])[CH2:24][N:23]([C:25]2[C:26]([O:35][CH2:36][C:37]([F:38])([F:40])[F:39])=[CH:27][C:28]([C:31]3[N:32]=[C:5]([C:2]4([OH:1])[CH2:4][CH2:3]4)[O:7][N:33]=3)=[N:29][CH:30]=2)[CH2:22]1, predict the reactants needed to synthesize it. The reactants are: [OH:1][C:2]1([C:5]([OH:7])=O)[CH2:4][CH2:3]1.C1N=CN(C(N2C=NC=C2)=O)C=1.[F:20][C:21]1([F:41])[CH2:24][N:23]([C:25]2[C:26]([O:35][CH2:36][C:37]([F:40])([F:39])[F:38])=[CH:27][C:28]([C:31](=[N:33]O)[NH2:32])=[N:29][CH:30]=2)[CH2:22]1. (4) Given the product [CH3:35][C:31]1[CH:30]=[C:1]2[N:2]=[CH:4][C:5]3[CH2:9][N:8]([C:10]([C:17]4[CH:22]=[CH:21][CH:20]=[CH:19][CH:18]=4)([C:11]4[CH:12]=[CH:13][CH:14]=[CH:15][CH:16]=4)[C:23]4[CH:28]=[CH:27][CH:26]=[CH:25][CH:24]=4)[CH2:7][C:6]=3[N:33]2[N:32]=1, predict the reactants needed to synthesize it. The reactants are: [CH3:1][N:2](/[CH:4]=[C:5]1/[C:6](=O)[CH2:7][N:8]([C:10]([C:23]2[CH:28]=[CH:27][CH:26]=[CH:25][CH:24]=2)([C:17]2[CH:22]=[CH:21][CH:20]=[CH:19][CH:18]=2)[C:11]2[CH:16]=[CH:15][CH:14]=[CH:13][CH:12]=2)[CH2:9]/1)C.[CH3:30][C:31]1[CH:35]=C(N)[NH:33][N:32]=1.CC1C=C2N=C3CN(C(OC(C)(C)C)=O)CC3=CN2N=1.